This data is from Catalyst prediction with 721,799 reactions and 888 catalyst types from USPTO. The task is: Predict which catalyst facilitates the given reaction. Reactant: [N+:1]([C:4]1[CH:9]=[CH:8][CH:7]=[CH:6][C:5]=1[NH:10][C:11]1[CH:19]=[CH:18][C:14]2[O:15][CH2:16][O:17][C:13]=2[CH:12]=1)([O-])=O.C(OCC)(=O)C.O. Product: [O:15]1[C:14]2[CH:18]=[CH:19][C:11]([NH:10][C:5]3[C:4]([NH2:1])=[CH:9][CH:8]=[CH:7][CH:6]=3)=[CH:12][C:13]=2[O:17][CH2:16]1. The catalyst class is: 770.